The task is: Predict the product of the given reaction.. This data is from Forward reaction prediction with 1.9M reactions from USPTO patents (1976-2016). (1) Given the reactants C(OC([N:8]1[CH2:13][CH2:12][CH2:11][CH:10]([NH:14][CH2:15][C:16]([CH3:26])=[CH:17][C:18]2[CH:23]=[CH:22][C:21]([F:24])=[CH:20][C:19]=2[F:25])[CH2:9]1)=O)(C)(C)C.[CH3:27][O:28][C:29]1[CH:30]=[C:31]([CH:35]=[C:36]([O:40][CH3:41])[C:37]=1[O:38][CH3:39])[C:32](O)=[O:33].S(Cl)(Cl)=O.Cl, predict the reaction product. The product is: [F:25][C:19]1[CH:20]=[C:21]([F:24])[CH:22]=[CH:23][C:18]=1[CH:17]=[C:16]([CH3:26])[CH2:15][N:14]([CH:10]1[CH2:11][CH2:12][CH2:13][NH:8][CH2:9]1)[C:32](=[O:33])[C:31]1[CH:30]=[C:29]([O:28][CH3:27])[C:37]([O:38][CH3:39])=[C:36]([O:40][CH3:41])[CH:35]=1. (2) Given the reactants [CH2:1]([C@H:8]([NH:21][C:22]([C@@H:24]([NH:32][C:33]([C@@H:35]([NH:37][C:38]([C:40]1[N:41]([CH3:49])[C:42]2[C:47]([CH:48]=1)=[CH:46][CH:45]=[CH:44][CH:43]=2)=[O:39])[CH3:36])=[O:34])[CH2:25][C:26]1[CH:31]=[CH:30][CH:29]=[CH:28][CH:27]=1)=[O:23])[CH:9]([C:11](=[O:20])[NH:12][CH2:13][C:14]1[CH:19]=[CH:18][CH:17]=[CH:16][CH:15]=1)[OH:10])[C:2]1[CH:7]=[CH:6][CH:5]=[CH:4][CH:3]=1.CC(OI1(OC(C)=O)(OC(C)=O)OC(=O)C2C=CC=CC1=2)=O.C(=O)(O)[O-].[Na+].[O-]S([O-])(=S)=O.[Na+].[Na+], predict the reaction product. The product is: [CH2:1]([C@H:8]([NH:21][C:22]([C@@H:24]([NH:32][C:33]([C@@H:35]([NH:37][C:38]([C:40]1[N:41]([CH3:49])[C:42]2[C:47]([CH:48]=1)=[CH:46][CH:45]=[CH:44][CH:43]=2)=[O:39])[CH3:36])=[O:34])[CH2:25][C:26]1[CH:27]=[CH:28][CH:29]=[CH:30][CH:31]=1)=[O:23])[C:9]([C:11](=[O:20])[NH:12][CH2:13][C:14]1[CH:15]=[CH:16][CH:17]=[CH:18][CH:19]=1)=[O:10])[C:2]1[CH:7]=[CH:6][CH:5]=[CH:4][CH:3]=1. (3) Given the reactants Cl[C:2]1[N:3]=[C:4]([NH:14][CH2:15][CH2:16][C:17]2[CH:22]=[CH:21][C:20]([OH:23])=[CH:19][CH:18]=2)[C:5]2[CH:10]=[CH:9][N:8]([CH:11]([CH3:13])[CH3:12])[C:6]=2[N:7]=1.[F:24][C:25]1[CH:26]=[C:27](B(O)O)[CH:28]=[N:29][CH:30]=1, predict the reaction product. The product is: [F:24][C:25]1[CH:26]=[C:27]([C:2]2[N:3]=[C:4]([NH:14][CH2:15][CH2:16][C:17]3[CH:22]=[CH:21][C:20]([OH:23])=[CH:19][CH:18]=3)[C:5]3[CH:10]=[CH:9][N:8]([CH:11]([CH3:13])[CH3:12])[C:6]=3[N:7]=2)[CH:28]=[N:29][CH:30]=1. (4) Given the reactants P(Cl)(Cl)(Cl)=O.[C:6]([NH:9][N:10]=[C:11]([CH3:17])[C:12]([O:14][CH2:15][CH3:16])=[O:13])(=O)N.[OH-].[Na+].Cl.CN(C)[CH:23]=[O:24], predict the reaction product. The product is: [CH:23]([C:17]1[C:11]([C:12]([O:14][CH2:15][CH3:16])=[O:13])=[N:10][NH:9][CH:6]=1)=[O:24]. (5) Given the reactants C([O:4][CH2:5][C:6]([NH:8][C:9]1[CH:10]=[C:11]2[C:16](=[CH:17][CH:18]=1)[N:15]=[C:14]([CH2:19][C:20]1[CH:25]=[CH:24][C:23]([Cl:26])=[C:22]([Cl:27])[CH:21]=1)[NH:13][C:12]2=[O:28])=[O:7])(=O)C.[Li+].[OH-], predict the reaction product. The product is: [Cl:27][C:22]1[CH:21]=[C:20]([CH:25]=[CH:24][C:23]=1[Cl:26])[CH2:19][C:14]1[NH:13][C:12](=[O:28])[C:11]2[C:16](=[CH:17][CH:18]=[C:9]([NH:8][C:6](=[O:7])[CH2:5][OH:4])[CH:10]=2)[N:15]=1. (6) Given the reactants [C:1]([O:5][C:6]([NH:8][C:9]1([C:14]([OH:16])=O)[CH2:13][CH2:12][CH2:11][CH2:10]1)=[O:7])([CH3:4])([CH3:3])[CH3:2].[CH2:17](N(CC)CC)C.CN(C(ON1N=N[C:34]2[CH:35]=[CH:36][CH:37]=[N:38][C:33]1=2)=[N+](C)C)C.F[P-](F)(F)(F)(F)F, predict the reaction product. The product is: [CH3:17][C@@H:37]1[CH2:36][CH2:35][C@H:33]([CH3:34])[N:38]1[C:14]([C:9]1([NH:8][C:6](=[O:7])[O:5][C:1]([CH3:2])([CH3:3])[CH3:4])[CH2:10][CH2:11][CH2:12][CH2:13]1)=[O:16]. (7) Given the reactants [Cl:1][C:2]1[CH:3]=[CH:4][C:5]2[O:10]C(=O)[N:8]([CH2:12][CH2:13][CH2:14][CH2:15][CH2:16][CH2:17][CH2:18][C:19]([O:21]CC)=[O:20])[C:7](=[O:24])[C:6]=2[CH:25]=1.C(O)C.[OH-].[Na+], predict the reaction product. The product is: [Cl:1][C:2]1[CH:25]=[C:6]([C:7]([NH:8][CH2:12][CH2:13][CH2:14][CH2:15][CH2:16][CH2:17][CH2:18][C:19]([OH:21])=[O:20])=[O:24])[C:5]([OH:10])=[CH:4][CH:3]=1. (8) Given the reactants [F:1][C:2]1[CH:7]=[C:6]([N+:8]([O-:10])=[O:9])[C:5](F)=[CH:4][C:3]=1[F:12].Cl.Cl.[F:15][C:16]([F:26])([F:25])[CH2:17][CH2:18][N:19]1[CH2:24][CH2:23][NH:22][CH2:21][CH2:20]1.CCN(C(C)C)C(C)C, predict the reaction product. The product is: [F:1][C:2]1[C:3]([F:12])=[CH:4][C:5]([N:22]2[CH2:21][CH2:20][N:19]([CH2:18][CH2:17][C:16]([F:25])([F:26])[F:15])[CH2:24][CH2:23]2)=[C:6]([N+:8]([O-:10])=[O:9])[CH:7]=1. (9) Given the reactants [NH2:1][C:2]1[CH:7]=[CH:6][C:5]([S:8][C:9]2[C:18]3[C:13](=[CH:14][CH:15]=[CH:16][CH:17]=3)[N:12](C(OC(C)(C)C)=O)/[C:11](=[C:26]3/[C:27]([CH3:39])=[N:28][N:29](C(OC(C)(C)C)=O)[C:30]/3=[O:31])/[CH:10]=2)=[CH:4][CH:3]=1.[CH3:40][S:41](Cl)(=[O:43])=[O:42], predict the reaction product. The product is: [CH3:39][C:27]1=[N:28][NH:29][C:30](=[O:31])/[C:26]/1=[C:11]1\[NH:12][C:13]2[C:18]([C:9]([S:8][C:5]3[CH:6]=[CH:7][C:2]([NH:1][S:41]([CH3:40])(=[O:43])=[O:42])=[CH:3][CH:4]=3)=[CH:10]\1)=[CH:17][CH:16]=[CH:15][CH:14]=2. (10) Given the reactants [Cl:1][C:2]1[C:10]([O:11]COC)=[CH:9][C:8]([I:15])=[C:7]2[C:3]=1[CH:4](O)[N:5]([C:17]([CH3:25])([C:19]1[CH:24]=[CH:23][CH:22]=[CH:21][CH:20]=1)[CH3:18])[C:6]2=[O:16].FC(F)(F)C(O)=O.C([SiH](CC)CC)C.C(=O)([O-])O.[Na+], predict the reaction product. The product is: [Cl:1][C:2]1[C:10]([OH:11])=[CH:9][C:8]([I:15])=[C:7]2[C:3]=1[CH2:4][N:5]([C:17]([CH3:25])([C:19]1[CH:24]=[CH:23][CH:22]=[CH:21][CH:20]=1)[CH3:18])[C:6]2=[O:16].